From a dataset of NCI-60 drug combinations with 297,098 pairs across 59 cell lines. Regression. Given two drug SMILES strings and cell line genomic features, predict the synergy score measuring deviation from expected non-interaction effect. Drug 1: C1C(C(OC1N2C=C(C(=O)NC2=O)F)CO)O. Drug 2: CCC1(CC2CC(C3=C(CCN(C2)C1)C4=CC=CC=C4N3)(C5=C(C=C6C(=C5)C78CCN9C7C(C=CC9)(C(C(C8N6C)(C(=O)OC)O)OC(=O)C)CC)OC)C(=O)OC)O.OS(=O)(=O)O. Cell line: HL-60(TB). Synergy scores: CSS=23.5, Synergy_ZIP=0.916, Synergy_Bliss=0.0760, Synergy_Loewe=3.77, Synergy_HSA=3.77.